This data is from Reaction yield outcomes from USPTO patents with 853,638 reactions. The task is: Predict the reaction yield, written as a fraction of the theoretical maximum amount of product (1.0 means a 100% yield; for example, 0.34 means a 34% yield). (1) The reactants are [Li]CCCC.[CH3:6][N:7]1[CH:11]=[CH:10][N:9]=[CH:8]1.[Sn:12](Cl)([CH2:21][CH2:22][CH2:23][CH3:24])([CH2:17][CH2:18][CH2:19][CH3:20])[CH2:13][CH2:14][CH2:15][CH3:16]. The catalyst is O1CCCC1. The product is [CH3:6][N:7]1[CH:11]=[CH:10][N:9]=[C:8]1[Sn:12]([CH2:17][CH2:18][CH2:19][CH3:20])([CH2:21][CH2:22][CH2:23][CH3:24])[CH2:13][CH2:14][CH2:15][CH3:16]. The yield is 0.790. (2) The yield is 0.553. The catalyst is CN(C)C=O.O1CCCC1.O.CC(=O)CC. The reactants are [I:1][C:2]1[C:3]([CH3:11])=[C:4]([CH:8]=[CH:9][CH:10]=1)[C:5]([OH:7])=O.C(Cl)(=O)C(Cl)=O.[NH2:18][CH:19]1[CH2:24][CH2:23][N:22]([CH3:25])[CH2:21][CH2:20]1.C(N(CC)CC)C. The product is [I:1][C:2]1[C:3]([CH3:11])=[C:4]([CH:8]=[CH:9][CH:10]=1)[C:5]([NH:18][CH:19]1[CH2:24][CH2:23][N:22]([CH3:25])[CH2:21][CH2:20]1)=[O:7]. (3) The reactants are [CH3:1][O:2][C:3](=[O:12])[C:4]1[CH:9]=[CH:8][C:7]([OH:10])=[CH:6][C:5]=1[Cl:11].[C:13]([O:17][C:18]([N:20]1[CH2:25][CH2:24][N:23]([C:26](=[O:29])[CH2:27]Br)[CH2:22][CH2:21]1)=[O:19])([CH3:16])([CH3:15])[CH3:14].C(=O)([O-])[O-].[K+].[K+]. The catalyst is C(#N)C. The product is [C:13]([O:17][C:18]([N:20]1[CH2:21][CH2:22][N:23]([C:26](=[O:29])[CH2:27][O:10][C:7]2[CH:8]=[CH:9][C:4]([C:3]([O:2][CH3:1])=[O:12])=[C:5]([Cl:11])[CH:6]=2)[CH2:24][CH2:25]1)=[O:19])([CH3:16])([CH3:14])[CH3:15]. The yield is 1.00. (4) The reactants are Cl[C:2]1[C:7]2=[C:8]([CH:17]([CH3:19])[CH3:18])[C:9]([C:11]3[O:12][C:13]([CH3:16])=[CH:14][N:15]=3)=[CH:10][N:6]2[N:5]=[CH:4][N:3]=1.[NH2:20][C:21]1[CH:22]=[C:23]([CH:29]=[CH:30][C:31]=1[F:32])[C:24]([NH:26][O:27][CH3:28])=[O:25]. The catalyst is CN(C)C=O.C(OCC)(=O)C. The product is [F:32][C:31]1[CH:30]=[CH:29][C:23]([C:24]([NH:26][O:27][CH3:28])=[O:25])=[CH:22][C:21]=1[NH:20][C:2]1[C:7]2=[C:8]([CH:17]([CH3:19])[CH3:18])[C:9]([C:11]3[O:12][C:13]([CH3:16])=[CH:14][N:15]=3)=[CH:10][N:6]2[N:5]=[CH:4][N:3]=1. The yield is 0.480. (5) The reactants are [N:1]1([C:7]2[CH:12]=[CH:11][C:10]([C:13](=[O:15])[CH3:14])=[CH:9][CH:8]=2)[CH2:6][CH2:5][NH:4][CH2:3][CH2:2]1.C([O-])([O-])=O.[K+].[K+].[CH2:22](Br)[C:23]1[CH:28]=[CH:27][CH:26]=[CH:25][CH:24]=1. The catalyst is CN(C=O)C.C1COCC1. The product is [CH2:22]([N:4]1[CH2:5][CH2:6][N:1]([C:7]2[CH:8]=[CH:9][C:10]([C:13](=[O:15])[CH3:14])=[CH:11][CH:12]=2)[CH2:2][CH2:3]1)[C:23]1[CH:28]=[CH:27][CH:26]=[CH:25][CH:24]=1. The yield is 0.990. (6) The reactants are OC[C:3]([N:5](C)[C@H:6]([CH3:36])[CH2:7][O:8][C:9]1[CH:18]=[CH:17][CH:16]=[C:15]2[C:10]=1[C:11]([NH:19][C:20]1[CH:21]=[C:22]3[C:26](=[CH:27][CH:28]=1)[N:25]([CH2:29][C:30]1[CH:35]=[CH:34][CH:33]=[CH:32][N:31]=1)[N:24]=[CH:23]3)=[N:12][CH:13]=[N:14]2)=O.FC1C=CC=C2C=1C(NC1C=C3C(=CC=1)N(CC1C=CC=CN=1)N=C3)=NC=N2.CN[C@H](C)CO. No catalyst specified. The product is [CH3:3][NH:5][C@H:6]([CH3:36])[CH2:7][O:8][C:9]1[CH:18]=[CH:17][CH:16]=[C:15]2[C:10]=1[C:11]([NH:19][C:20]1[CH:21]=[C:22]3[C:26](=[CH:27][CH:28]=1)[N:25]([CH2:29][C:30]1[CH:35]=[CH:34][CH:33]=[CH:32][N:31]=1)[N:24]=[CH:23]3)=[N:12][CH:13]=[N:14]2. The yield is 0.690. (7) The reactants are C[Si]([N-][Si](C)(C)C)(C)C.[Na+].[CH2:11]([NH:13][C:14]1[CH:19]=[CH:18][CH:17]=[CH:16][CH:15]=1)[CH3:12].Cl[C:21]1[CH:30]=[CH:29][C:28]2[C:23](=[C:24]([C:31]3[NH:39][C:38]4[CH2:37][CH2:36][NH:35][C:34](=[O:40])[C:33]=4[CH:32]=3)[CH:25]=[CH:26][CH:27]=2)[N:22]=1. No catalyst specified. The product is [CH2:11]([N:13]([C:14]1[CH:19]=[CH:18][CH:17]=[CH:16][CH:15]=1)[C:21]1[CH:30]=[CH:29][C:28]2[C:23](=[C:24]([C:31]3[NH:39][C:38]4[CH2:37][CH2:36][NH:35][C:34](=[O:40])[C:33]=4[CH:32]=3)[CH:25]=[CH:26][CH:27]=2)[N:22]=1)[CH3:12]. The yield is 0.408. (8) The reactants are [C:1]([C:13]1[CH:35]=[CH:34][C:16]([CH2:17][N:18]([C:29](=[O:33])[C:30]([OH:32])=[O:31])[C:19]2[CH:24]=[CH:23][C:22]([C:25]([F:28])([F:27])[F:26])=[CH:21][CH:20]=2)=[CH:15][CH:14]=1)#[C:2][CH2:3][CH2:4][CH2:5][CH2:6][CH2:7][CH2:8][CH2:9][CH2:10][CH2:11][CH3:12].[CH3:36][NH:37][CH2:38][C@@H:39]([C@H:41]([C@@H:43]([C@@H:45]([CH2:47][OH:48])[OH:46])[OH:44])[OH:42])[OH:40]. No catalyst specified. The product is [CH3:36][NH:37][CH2:38][C@@H:39]([C@H:41]([C@@H:43]([C@@H:45]([CH2:47][OH:48])[OH:46])[OH:44])[OH:42])[OH:40].[C:1]([C:13]1[CH:35]=[CH:34][C:16]([CH2:17][N:18]([C:29](=[O:33])[C:30]([OH:32])=[O:31])[C:19]2[CH:20]=[CH:21][C:22]([C:25]([F:27])([F:28])[F:26])=[CH:23][CH:24]=2)=[CH:15][CH:14]=1)#[C:2][CH2:3][CH2:4][CH2:5][CH2:6][CH2:7][CH2:8][CH2:9][CH2:10][CH2:11][CH3:12]. The yield is 0.990. (9) The reactants are C1C=CC=CC=1.Br[C:8]1[O:12][C:11]([CH:13]=[O:14])=[CH:10][CH:9]=1.[CH3:15][O:16][C:17]1[CH:22]=[CH:21][CH:20]=[CH:19][C:18]=1B(O)O.C([O-])([O-])=O.[K+].[K+]. The catalyst is C(OCC)(=O)C.[Pd].C1(P(C2C=CC=CC=2)C2C=CC=CC=2)C=CC=CC=1.C1(P(C2C=CC=CC=2)C2C=CC=CC=2)C=CC=CC=1.C1(P(C2C=CC=CC=2)C2C=CC=CC=2)C=CC=CC=1.C1(P(C2C=CC=CC=2)C2C=CC=CC=2)C=CC=CC=1. The product is [CH3:15][O:16][C:17]1[CH:22]=[CH:21][CH:20]=[CH:19][C:18]=1[C:8]1[O:12][C:11]([CH:13]=[O:14])=[CH:10][CH:9]=1. The yield is 0.650. (10) The reactants are [Cl:1][C:2]1[C:6]2[C:7]3[N:8]([C:11]([CH2:14][CH3:15])=[N:12][N:13]=3)C=[N:10][C:5]=2[S:4][CH:3]=1.CNCCN. The catalyst is CO.[Cl-].[NH4+]. The product is [Cl:1][C:2]1[C:6]([C:7]2[NH:13][N:12]=[C:11]([CH2:14][CH3:15])[N:8]=2)=[C:5]([NH2:10])[S:4][CH:3]=1. The yield is 0.940.